Dataset: Forward reaction prediction with 1.9M reactions from USPTO patents (1976-2016). Task: Predict the product of the given reaction. Given the reactants COC1C=C(OC)C=CC=1C[N:6]([C:21]1[CH:26]=[CH:25][CH:24]=[C:23]([F:27])[N:22]=1)[S:7]([C:10]1[C:19]([F:20])=[CH:18][C:13]2[NH:14][C:15](=[O:17])[O:16][C:12]=2[CH:11]=1)(=[O:9])=[O:8].C1(P(C2C=CC=CC=2)C2C=CC=CC=2)C=CC=CC=1.CCOC(/N=N/C(OCC)=O)=O.[I:65][C:66]1[CH:71]=[CH:70][CH:69]=[CH:68][C:67]=1[C@@H:72](O)[CH3:73], predict the reaction product. The product is: [F:20][C:19]1[C:10]([S:7]([NH:6][C:21]2[CH:26]=[CH:25][CH:24]=[C:23]([F:27])[N:22]=2)(=[O:8])=[O:9])=[CH:11][C:12]2[O:16][C:15](=[O:17])[N:14]([C@@H:72]([C:67]3[CH:68]=[CH:69][CH:70]=[CH:71][C:66]=3[I:65])[CH3:73])[C:13]=2[CH:18]=1.